This data is from TCR-epitope binding with 47,182 pairs between 192 epitopes and 23,139 TCRs. The task is: Binary Classification. Given a T-cell receptor sequence (or CDR3 region) and an epitope sequence, predict whether binding occurs between them. (1) The epitope is GLIYNRMGAVTTEV. The TCR CDR3 sequence is CASSTRGRNTEAFF. Result: 0 (the TCR does not bind to the epitope). (2) Result: 1 (the TCR binds to the epitope). The TCR CDR3 sequence is CAMSPDRVNTQYF. The epitope is SFHSLHLLF. (3) The epitope is KLWAQCVQL. The TCR CDR3 sequence is CASSLTSGSGKNIQYF. Result: 1 (the TCR binds to the epitope). (4) The epitope is AYILFTRFFYV. The TCR CDR3 sequence is CASSIFGSPFNQPQHF. Result: 0 (the TCR does not bind to the epitope). (5) The epitope is TAFTIPSI. The TCR CDR3 sequence is CASSVAGTGDYEQYF. Result: 0 (the TCR does not bind to the epitope). (6) The epitope is ARMILMTHF. The TCR CDR3 sequence is CASSLYGGSNTGELFF. Result: 1 (the TCR binds to the epitope). (7) The epitope is ELAGIGILTV. The TCR CDR3 sequence is CASSLGLAGGGGIEQFF. Result: 1 (the TCR binds to the epitope). (8) The epitope is FLYALALLL. The TCR CDR3 sequence is CASSQNIGEQFF. Result: 0 (the TCR does not bind to the epitope). (9) The epitope is LLWNGPMAV. The TCR CDR3 sequence is CASSLGPEAPLFF. Result: 0 (the TCR does not bind to the epitope).